This data is from Full USPTO retrosynthesis dataset with 1.9M reactions from patents (1976-2016). The task is: Predict the reactants needed to synthesize the given product. Given the product [Cl:16][C:17]1[CH:18]=[C:19]([CH:20]=[CH:21][CH:22]=1)[NH:23][C:24]1[N:26]=[C:7]([C:9]2[NH:13][C:12]([CH3:14])=[N:11][CH:10]=2)[CH:6]=[CH:5][N:25]=1, predict the reactants needed to synthesize it. The reactants are: [H-].[Na+].CN(C)[CH:5]=[CH:6][C:7]([C:9]1[NH:13][C:12]([CH3:14])=[N:11][CH:10]=1)=O.[Cl:16][C:17]1[CH:18]=[C:19]([NH:23][C:24]([NH2:26])=[NH:25])[CH:20]=[CH:21][CH:22]=1.